This data is from Forward reaction prediction with 1.9M reactions from USPTO patents (1976-2016). The task is: Predict the product of the given reaction. (1) Given the reactants [CH3:1][O:2][C:3]([O:5][C:6]1[CH:7]=[C:8]([CH3:23])[C:9]([CH2:13][C:14]2[CH:19]=[CH:18][C:17]([N+:20]([O-:22])=[O:21])=[CH:16][CH:15]=2)=[C:10]([OH:12])[CH:11]=1)=[O:4].[C:24]([O:27][C@@H:28]1[C@@H:40]([O:41][C:42](=[O:44])[CH3:43])[C@H:39]([O:45][C:46](=[O:48])[CH3:47])[C@@H:38]([CH2:49][O:50][C:51](=[O:53])[CH3:52])[O:37][C@@H:29]1OC(=N)C(Cl)(Cl)Cl)(=[O:26])[CH3:25].O, predict the reaction product. The product is: [C:24]([O:27][C@@H:28]1[C@@H:40]([O:41][C:42](=[O:44])[CH3:43])[C@H:39]([O:45][C:46](=[O:48])[CH3:47])[C@@H:38]([CH2:49][O:50][C:51](=[O:53])[CH3:52])[O:37][C@H:29]1[O:12][C:10]1[CH:11]=[C:6]([O:5][C:3]([O:2][CH3:1])=[O:4])[CH:7]=[C:8]([CH3:23])[C:9]=1[CH2:13][C:14]1[CH:19]=[CH:18][C:17]([N+:20]([O-:22])=[O:21])=[CH:16][CH:15]=1)(=[O:26])[CH3:25]. (2) Given the reactants Cl[C:2]1[CH:3]=[C:4]([NH:22][C:23]([NH:25][C:26]2[C:31]([CH3:32])=[CH:30][C:29]([CH3:33])=[CH:28][C:27]=2[CH3:34])=[O:24])[C:5]([C:8]([NH:10][C@@H:11]([CH:16]2[CH2:21][CH2:20][CH2:19][CH2:18][CH2:17]2)[C:12]([O:14]C)=[O:13])=[O:9])=[N:6][CH:7]=1.[C:35]1(B(O)O)[CH:40]=[CH:39][CH:38]=[CH:37][CH:36]=1.C([O-])([O-])=O.[Na+].[Na+].[Li+].[OH-].Cl, predict the reaction product. The product is: [CH:16]1([C@H:11]([NH:10][C:8]([C:5]2[C:4]([NH:22][C:23]([NH:25][C:26]3[C:31]([CH3:32])=[CH:30][C:29]([CH3:33])=[CH:28][C:27]=3[CH3:34])=[O:24])=[CH:3][C:2]([C:35]3[CH:40]=[CH:39][CH:38]=[CH:37][CH:36]=3)=[CH:7][N:6]=2)=[O:9])[C:12]([OH:14])=[O:13])[CH2:21][CH2:20][CH2:19][CH2:18][CH2:17]1. (3) Given the reactants [C@H:1]12[CH2:7][C@H:4]([CH:5]=[CH:6]1)[CH2:3][CH:2]2[CH2:8][O:9][C:10]1[CH:15]=[CH:14][C:13]([S:16]([NH2:19])(=[O:18])=[O:17])=[CH:12][C:11]=1[N+:20]([O-:22])=[O:21].C[N+]1([O-])CC[O:27]CC1.[OH2:31], predict the reaction product. The product is: [OH:31][C@@H:5]1[C@H:6]([OH:27])[C@@H:1]2[CH2:7][C@H:4]1[CH2:3][CH:2]2[CH2:8][O:9][C:10]1[CH:15]=[CH:14][C:13]([S:16]([NH2:19])(=[O:18])=[O:17])=[CH:12][C:11]=1[N+:20]([O-:22])=[O:21]. (4) Given the reactants [CH3:1][C:2]1[CH:7]=[CH:6][C:5]([S:8]([NH:11][C:12](=[O:35])[O:13][CH2:14][CH2:15][C:16]2[CH:21]=[CH:20][C:19]([NH:22][C:23]3[CH:28]=[C:27]([Cl:29])[C:26]([C:30]([F:33])([F:32])[F:31])=[CH:25][C:24]=3[NH2:34])=[CH:18][CH:17]=2)(=[O:10])=[O:9])=[CH:4][CH:3]=1.[CH3:36][N:37]1[C:41]([CH3:42])=[CH:40][C:39]([C:43](O)=[O:44])=[N:38]1.C(N(CC)C(C)C)(C)C.C1C=CC2N(O)N=NC=2C=1.CN(C(ON1N=NC2C=CC=CC1=2)=[N+](C)C)C.F[P-](F)(F)(F)(F)F, predict the reaction product. The product is: [CH3:1][C:2]1[CH:3]=[CH:4][C:5]([S:8]([NH:11][C:12](=[O:35])[O:13][CH2:14][CH2:15][C:16]2[CH:17]=[CH:18][C:19]([NH:22][C:23]3[CH:28]=[C:27]([Cl:29])[C:26]([C:30]([F:33])([F:31])[F:32])=[CH:25][C:24]=3[NH:34][C:43]([C:39]3[CH:40]=[C:41]([CH3:42])[N:37]([CH3:36])[N:38]=3)=[O:44])=[CH:20][CH:21]=2)(=[O:9])=[O:10])=[CH:6][CH:7]=1. (5) Given the reactants C(OC([N:8]1[CH2:12][CH:11]([O:13][CH2:14][C:15]2[CH:20]=[CH:19][CH:18]=[CH:17][CH:16]=2)[CH2:10][CH:9]1[CH2:21][C:22](=[O:36])[NH:23][CH:24]1[C:33]2[C:28](=[CH:29][C:30]([CH2:34][OH:35])=[CH:31][CH:32]=2)[CH2:27][CH2:26][CH2:25]1)=O)(C)(C)C.C(O)(C(F)(F)F)=O, predict the reaction product. The product is: [CH2:14]([O:13][CH:11]1[CH2:12][NH:8][CH:9]([CH2:21][C:22]([NH:23][CH:24]2[C:33]3[C:28](=[CH:29][C:30]([CH2:34][OH:35])=[CH:31][CH:32]=3)[CH2:27][CH2:26][CH2:25]2)=[O:36])[CH2:10]1)[C:15]1[CH:20]=[CH:19][CH:18]=[CH:17][CH:16]=1. (6) Given the reactants [CH:1]([C:3]1[CH:4]=[C:5]([CH:9]=[CH:10][CH:11]=1)[C:6]([NH2:8])=[O:7])=O.[CH3:12][C:13]1[CH:18]=[C:17]([CH3:19])[CH:16]=[C:15]([CH3:20])[C:14]=1[CH:21]1[CH2:26][C:25](=O)[CH2:24][C:23](=[O:28])[CH2:22]1.C([O-])(=O)C.[NH4+].[CH2:34]([O:36][C:37](=[O:47])[CH2:38][C:39](=O)[CH2:40][O:41][C:42]([CH3:45])([CH3:44])[CH3:43])[CH3:35].F[B-](F)(F)F.C([N+:57]1C=CN(C)C=1)CCC, predict the reaction product. The product is: [CH2:34]([O:36][C:37]([C:38]1[CH:1]([C:3]2[CH:11]=[CH:10][CH:9]=[C:5]([C:6](=[O:7])[NH2:8])[CH:4]=2)[C:24]2[C:23](=[O:28])[CH2:22][CH:21]([C:14]3[C:15]([CH3:20])=[CH:16][C:17]([CH3:19])=[CH:18][C:13]=3[CH3:12])[CH2:26][C:25]=2[NH:57][C:39]=1[CH2:40][O:41][C:42]([CH3:45])([CH3:44])[CH3:43])=[O:47])[CH3:35].